From a dataset of Forward reaction prediction with 1.9M reactions from USPTO patents (1976-2016). Predict the product of the given reaction. (1) The product is: [CH2:11]([N:5]1[CH:6]=[C:7]([CH:17]=[O:18])[N:3]=[CH:4]1)[CH2:12][CH:13]([CH3:15])[CH3:14]. Given the reactants [H-].[Na+].[NH:3]1[CH:7]=[CH:6][N:5]=[C:4]1C=O.Br[CH2:11][CH2:12][CH:13]([CH3:15])[CH3:14].C1OCCOCCOCCOCCOCC[O:18][CH2:17]1, predict the reaction product. (2) Given the reactants [F:1][C:2]1[CH:9]=[C:8]([C:10]2[NH:14][N:13]=[CH:12][CH:11]=2)[CH:7]=[C:6]([F:15])[C:3]=1[C:4]#[N:5].O[CH2:17][C@@H:18]([NH:20]C(=O)OC(C)(C)C)[CH3:19].C1(P(C2C=CC=CC=2)C2C=CC=CC=2)C=CC=CC=1.CC(OC(/N=N/C(OC(C)C)=O)=O)C, predict the reaction product. The product is: [NH2:20][C@@H:18]([CH3:19])[CH2:17][N:13]1[CH:12]=[CH:11][C:10]([C:8]2[CH:7]=[C:6]([F:15])[C:3]([C:4]#[N:5])=[C:2]([F:1])[CH:9]=2)=[N:14]1.